From a dataset of Full USPTO retrosynthesis dataset with 1.9M reactions from patents (1976-2016). Predict the reactants needed to synthesize the given product. (1) Given the product [F:22][C:23]1[CH:32]=[C:31]([NH:33][C:19]([C:6]2[C:5]([O:4][CH2:3][O:2][CH3:1])=[CH:14][C:13]3[C:12]([CH3:16])([CH3:15])[CH2:11][CH2:10][C:9]([CH3:18])([CH3:17])[C:8]=3[CH:7]=2)=[O:20])[CH:30]=[C:29]([F:34])[C:24]=1[C:25]([O:27][CH3:28])=[O:26], predict the reactants needed to synthesize it. The reactants are: [CH3:1][O:2][CH2:3][O:4][C:5]1[C:6]([C:19](O)=[O:20])=[CH:7][C:8]2[C:9]([CH3:18])([CH3:17])[CH2:10][CH2:11][C:12]([CH3:16])([CH3:15])[C:13]=2[CH:14]=1.[F:22][C:23]1[CH:32]=[C:31]([NH2:33])[CH:30]=[C:29]([F:34])[C:24]=1[C:25]([O:27][CH3:28])=[O:26].Cl.CN(C)CCCN=C=NCC. (2) The reactants are: [C:1]([C:4]1[NH:8][C:7]2[C:9]([Cl:13])=[C:10]([Cl:12])[S:11][C:6]=2[CH:5]=1)([OH:3])=O.[NH2:14][C@@H:15]1[CH2:23][C:22]2[C:17](=[CH:18][CH:19]=[CH:20][CH:21]=2)[C@H:16]1[O:24][CH3:25].CCN(C(C)C)C(C)C.C1C=CC2N(O)N=NC=2C=1.CCN=C=NCCCN(C)C. Given the product [Cl:12][C:10]1[S:11][C:6]2[CH:5]=[C:4]([C:1](=[O:3])[NH:14][CH:15]3[CH2:23][C:22]4[C:17](=[CH:18][CH:19]=[CH:20][CH:21]=4)[CH:16]3[O:24][CH3:25])[NH:8][C:7]=2[C:9]=1[Cl:13], predict the reactants needed to synthesize it. (3) Given the product [F:1][C:2]1[CH:33]=[CH:32][C:5]([CH2:6][NH:7][C:8]([C:10]2[N:15]=[CH:14][N:13]=[C:12]([C:16]([NH:18][CH2:19][C:20]3[CH:25]=[CH:24][C:23]([CH2:26][C:27]([OH:29])=[O:28])=[CH:22][CH:21]=3)=[O:17])[CH:11]=2)=[O:9])=[CH:4][C:3]=1[CH3:34], predict the reactants needed to synthesize it. The reactants are: [F:1][C:2]1[CH:33]=[CH:32][C:5]([CH2:6][NH:7][C:8]([C:10]2[N:15]=[CH:14][N:13]=[C:12]([C:16]([NH:18][CH2:19][C:20]3[CH:25]=[CH:24][C:23]([CH2:26][C:27]([O:29]CC)=[O:28])=[CH:22][CH:21]=3)=[O:17])[CH:11]=2)=[O:9])=[CH:4][C:3]=1[CH3:34].[OH-].[Na+].